Dataset: Reaction yield outcomes from USPTO patents with 853,638 reactions. Task: Predict the reaction yield, written as a fraction of the theoretical maximum amount of product (1.0 means a 100% yield; for example, 0.34 means a 34% yield). The reactants are [C:1]([O:5][C:6]([N:8]1[CH2:12][CH2:11][C@H:10]([OH:13])[CH2:9]1)=[O:7])([CH3:4])([CH3:3])[CH3:2].[H-].[Na+].Cl[C:17]1[CH:22]=[CH:21][C:20]([N+:23]([O-:25])=[O:24])=[CH:19][N:18]=1. The catalyst is O1CCCC1. The product is [C:1]([O:5][C:6]([N:8]1[CH2:12][CH2:11][C@H:10]([O:13][C:17]2[CH:22]=[CH:21][C:20]([N+:23]([O-:25])=[O:24])=[CH:19][N:18]=2)[CH2:9]1)=[O:7])([CH3:4])([CH3:2])[CH3:3]. The yield is 0.980.